This data is from Catalyst prediction with 721,799 reactions and 888 catalyst types from USPTO. The task is: Predict which catalyst facilitates the given reaction. (1) Reactant: [CH2:1]([O:3][C:4]([N:6]1[CH2:12][CH2:11][CH2:10][CH:9]([N:13]2[CH2:18][CH2:17][CH:16]([C:19]([OH:21])=O)[CH2:15][CH2:14]2)[CH2:8][CH2:7]1)=[O:5])[CH3:2].[CH2:22]([NH2:26])[CH:23]([CH3:25])[CH3:24].CN(C(ON1N=NC2C=CC=NC1=2)=[N+](C)C)C.F[P-](F)(F)(F)(F)F.CCN(C(C)C)C(C)C. Product: [CH3:24][CH:23]([CH3:25])[CH2:22][NH:26][C:19]([CH:16]1[CH2:15][CH2:14][N:13]([CH:9]2[CH2:10][CH2:11][CH2:12][N:6]([C:4]([O:3][CH2:1][CH3:2])=[O:5])[CH2:7][CH2:8]2)[CH2:18][CH2:17]1)=[O:21]. The catalyst class is: 3. (2) Reactant: [O:1]1[C:5]2[CH:6]=[CH:7][CH:8]=[CH:9][C:4]=2[C:3]([NH:10][C:11]2[CH:16]=[CH:15][C:14](Br)=[CH:13][CH:12]=2)=[N:2]1.[B:18]1([B:18]2[O:22][C:21]([CH3:24])([CH3:23])[C:20]([CH3:26])([CH3:25])[O:19]2)[O:22][C:21]([CH3:24])([CH3:23])[C:20]([CH3:26])([CH3:25])[O:19]1.ClCCl.C([O-])(=O)C.[K+]. Product: [O:1]1[C:5]2[CH:6]=[CH:7][CH:8]=[CH:9][C:4]=2[C:3]([NH:10][C:11]2[CH:16]=[CH:15][C:14]([B:18]3[O:22][C:21]([CH3:24])([CH3:23])[C:20]([CH3:26])([CH3:25])[O:19]3)=[CH:13][CH:12]=2)=[N:2]1. The catalyst class is: 9. (3) Reactant: [C:1]([O:5][C:6](=[O:14])[NH:7][CH:8]1[CH2:13][CH2:12][NH:11][CH2:10][CH2:9]1)([CH3:4])([CH3:3])[CH3:2].C(N(C(C)C)CC)(C)C.[CH3:24][S:25](Cl)(=[O:27])=[O:26].O. Product: [C:1]([O:5][C:6](=[O:14])[NH:7][CH:8]1[CH2:13][CH2:12][N:11]([S:25]([CH3:24])(=[O:27])=[O:26])[CH2:10][CH2:9]1)([CH3:4])([CH3:2])[CH3:3]. The catalyst class is: 7. (4) Reactant: [F:1][C:2]1[CH:7]=[CH:6][C:5]([CH3:8])=[C:4]([N+:9]([O-:11])=[O:10])[CH:3]=1.S(=O)(=O)(O)O.[Br:17]N1C(=O)CCC1=O.O. Product: [Br:17][C:6]1[CH:7]=[C:2]([F:1])[CH:3]=[C:4]([N+:9]([O-:11])=[O:10])[C:5]=1[CH3:8]. The catalyst class is: 55. (5) Product: [CH2:1]([O:3][C:4](=[O:14])[CH2:5][C:6](=[N:18][O:16][CH3:17])[C@H:7]([CH3:12])[C@H:8]([CH3:11])[CH2:9][CH3:10])[CH3:2]. The catalyst class is: 88. Reactant: [CH2:1]([O:3][C:4](=[O:14])[CH2:5][C:6](=O)[C@H:7]([CH3:12])[C@H:8]([CH3:11])[CH2:9][CH3:10])[CH3:2].Cl.[O:16]([NH2:18])[CH3:17].C([O-])(=O)C.[Na+].CC(OC)(C)C.